Predict the product of the given reaction. From a dataset of Forward reaction prediction with 1.9M reactions from USPTO patents (1976-2016). (1) Given the reactants [CH3:1][C:2]1[CH:7]=[CH:6][C:5](B(O)O)=[CH:4][CH:3]=1.Br[C:12]1[C:13]([CH3:37])=[C:14]([N:18]([CH2:22][C:23]2[CH:35]=[CH:34][C:26]([O:27][CH2:28][C:29]([O:31]CC)=[O:30])=[C:25]([CH3:36])[CH:24]=2)[CH2:19][CH2:20][CH3:21])[CH:15]=[CH:16][CH:17]=1, predict the reaction product. The product is: [CH3:37][C:13]1[C:14]([N:18]([CH2:22][C:23]2[CH:35]=[CH:34][C:26]([O:27][CH2:28][C:29]([OH:31])=[O:30])=[C:25]([CH3:36])[CH:24]=2)[CH2:19][CH2:20][CH3:21])=[CH:15][CH:16]=[CH:17][C:12]=1[C:5]1[CH:6]=[CH:7][C:2]([CH3:1])=[CH:3][CH:4]=1. (2) Given the reactants O1CCCC1.[H-].[Na+].[O:8]1[C:12]2[CH:13]=[CH:14][C:15]([C:17]3[C:18]([O:36][CH2:37][CH2:38][OH:39])=[N:19][N:20]([CH3:35])[C:21]=3[NH:22][S:23]([C:26]3[CH:31]=[CH:30][C:29]([CH:32]([CH3:34])[CH3:33])=[CH:28][N:27]=3)(=[O:25])=[O:24])=[CH:16][C:11]=2[O:10][CH2:9]1.[Cl:40][C:41]1[CH:42]=[N:43][C:44](S(C)(=O)=O)=[N:45][CH:46]=1, predict the reaction product. The product is: [O:8]1[C:12]2[CH:13]=[CH:14][C:15]([C:17]3[C:18]([O:36][CH2:37][CH2:38][O:39][C:44]4[N:45]=[CH:46][C:41]([Cl:40])=[CH:42][N:43]=4)=[N:19][N:20]([CH3:35])[C:21]=3[NH:22][S:23]([C:26]3[CH:31]=[CH:30][C:29]([CH:32]([CH3:34])[CH3:33])=[CH:28][N:27]=3)(=[O:25])=[O:24])=[CH:16][C:11]=2[O:10][CH2:9]1.